From a dataset of NCI-60 drug combinations with 297,098 pairs across 59 cell lines. Regression. Given two drug SMILES strings and cell line genomic features, predict the synergy score measuring deviation from expected non-interaction effect. (1) Drug 1: CN1CCC(CC1)COC2=C(C=C3C(=C2)N=CN=C3NC4=C(C=C(C=C4)Br)F)OC. Drug 2: CC12CCC3C(C1CCC2O)C(CC4=C3C=CC(=C4)O)CCCCCCCCCS(=O)CCCC(C(F)(F)F)(F)F. Cell line: UO-31. Synergy scores: CSS=24.1, Synergy_ZIP=-6.98, Synergy_Bliss=1.69, Synergy_Loewe=0.800, Synergy_HSA=3.08. (2) Cell line: SNB-19. Drug 2: CC1CCC2CC(C(=CC=CC=CC(CC(C(=O)C(C(C(=CC(C(=O)CC(OC(=O)C3CCCCN3C(=O)C(=O)C1(O2)O)C(C)CC4CCC(C(C4)OC)O)C)C)O)OC)C)C)C)OC. Drug 1: CCC(=C(C1=CC=CC=C1)C2=CC=C(C=C2)OCCN(C)C)C3=CC=CC=C3.C(C(=O)O)C(CC(=O)O)(C(=O)O)O. Synergy scores: CSS=10.3, Synergy_ZIP=3.12, Synergy_Bliss=2.00, Synergy_Loewe=-8.71, Synergy_HSA=0.589. (3) Drug 1: CCC1(CC2CC(C3=C(CCN(C2)C1)C4=CC=CC=C4N3)(C5=C(C=C6C(=C5)C78CCN9C7C(C=CC9)(C(C(C8N6C)(C(=O)OC)O)OC(=O)C)CC)OC)C(=O)OC)O.OS(=O)(=O)O. Drug 2: C(CC(=O)O)C(=O)CN.Cl. Cell line: HOP-62. Synergy scores: CSS=8.74, Synergy_ZIP=-0.0736, Synergy_Bliss=4.85, Synergy_Loewe=0.0415, Synergy_HSA=1.68. (4) Drug 1: CC1C(C(CC(O1)OC2CC(CC3=C2C(=C4C(=C3O)C(=O)C5=C(C4=O)C(=CC=C5)OC)O)(C(=O)C)O)N)O.Cl. Drug 2: CC1C(C(CC(O1)OC2CC(OC(C2O)C)OC3=CC4=CC5=C(C(=O)C(C(C5)C(C(=O)C(C(C)O)O)OC)OC6CC(C(C(O6)C)O)OC7CC(C(C(O7)C)O)OC8CC(C(C(O8)C)O)(C)O)C(=C4C(=C3C)O)O)O)O. Cell line: SNB-75. Synergy scores: CSS=0.637, Synergy_ZIP=-2.21, Synergy_Bliss=-4.64, Synergy_Loewe=-14.0, Synergy_HSA=-4.94.